The task is: Predict the reactants needed to synthesize the given product.. This data is from Full USPTO retrosynthesis dataset with 1.9M reactions from patents (1976-2016). (1) Given the product [CH3:33][CH:34]([CH3:72])[C@H:35]([N:40]1[CH2:48][C:47]2[C:42](=[CH:43][C:44]([C:49]3[CH:50]=[CH:51][C:52]([NH:55][C:56](=[O:70])[C:57]4[CH:62]=[CH:61][CH:60]=[C:59]([O:63][C:64]5[CH:69]=[CH:68][CH:67]=[CH:66][CH:65]=5)[CH:58]=4)=[CH:53][CH:54]=3)=[CH:45][CH:46]=2)[C:41]1=[O:71])[C:36]([OH:38])=[O:37], predict the reactants needed to synthesize it. The reactants are: C(NC1C=CC(C2C=C3C(CN([C@@H](C(C)C)C(O)=O)C3=O)=CC=2)=CC=1)(=O)C1C=CC=CC=1.[CH3:33][CH:34]([CH3:72])[C@H:35]([N:40]1[CH2:48][C:47]2[C:42](=[CH:43][C:44]([C:49]3[CH:54]=[CH:53][C:52]([NH:55][C:56](=[O:70])[C:57]4[CH:62]=[CH:61][CH:60]=[C:59]([O:63][C:64]5[CH:69]=[CH:68][CH:67]=[CH:66][CH:65]=5)[CH:58]=4)=[CH:51][CH:50]=3)=[CH:45][CH:46]=2)[C:41]1=[O:71])[C:36]([O:38]C)=[O:37]. (2) Given the product [BrH:34].[S:1]1[C:5]2[CH:6]=[CH:7][CH:8]=[CH:9][C:4]=2[N:3]=[C:2]1[CH2:10][O:11][C:12]1[N:13]=[CH:14][C:15]([C:18]([NH:20][C:21]2[CH:26]=[C:25]([C:27]([NH:29][CH:30]3[CH2:32][CH2:31]3)=[O:28])[CH:24]=[CH:23][C:22]=2[CH3:33])=[O:19])=[CH:16][N:17]=1, predict the reactants needed to synthesize it. The reactants are: [S:1]1[C:5]2[CH:6]=[CH:7][CH:8]=[CH:9][C:4]=2[N:3]=[C:2]1[CH2:10][O:11][C:12]1[N:17]=[CH:16][C:15]([C:18]([NH:20][C:21]2[CH:26]=[C:25]([C:27]([NH:29][CH:30]3[CH2:32][CH2:31]3)=[O:28])[CH:24]=[CH:23][C:22]=2[CH3:33])=[O:19])=[CH:14][N:13]=1.[BrH:34]. (3) Given the product [CH3:11][O:12][C:13]1[CH:20]=[CH:19][CH:18]=[C:15]([CH:16]=[CH:2][CH2:3][CH2:4][CH2:5][CH2:6][CH2:7][CH2:8][CH3:9])[CH:14]=1, predict the reactants needed to synthesize it. The reactants are: Br[CH2:2][CH2:3][CH2:4][CH2:5][CH2:6][CH2:7][CH2:8][CH2:9]C.[CH3:11][O:12][C:13]1[CH:14]=[C:15]([CH:18]=[CH:19][CH:20]=1)[CH:16]=O.[NH4+].[Cl-].Cl. (4) Given the product [C:1]1([S:7][C:8]2[CH:13]=[CH:12][N:11]=[C:10]([NH:14][C:15]3[S:16][CH:17]=[C:18]([CH2:20][CH2:21][OH:22])[N:19]=3)[CH:9]=2)[CH:6]=[CH:5][CH:4]=[CH:3][CH:2]=1, predict the reactants needed to synthesize it. The reactants are: [C:1]1([S:7][C:8]2[CH:13]=[CH:12][N:11]=[C:10]([NH:14][C:15]3[S:16][CH:17]=[C:18]([CH2:20][C:21](OCC)=[O:22])[N:19]=3)[CH:9]=2)[CH:6]=[CH:5][CH:4]=[CH:3][CH:2]=1.[H-].[Al+3].[Li+].[H-].[H-].[H-]. (5) Given the product [CH2:1]([CH:3]1[CH2:16][C:15]2[S:14][C:13]3[C:8](=[CH:9][CH:10]=[C:11]([OH:17])[CH:12]=3)[C:7](=[O:19])[C:6]=2[CH2:5][CH2:4]1)[CH3:2], predict the reactants needed to synthesize it. The reactants are: [CH2:1]([CH:3]1[CH2:16][C:15]2[S:14][C:13]3[C:8](=[CH:9][CH:10]=[C:11]([O:17]C)[CH:12]=3)[C:7](=[O:19])[C:6]=2[CH2:5][CH2:4]1)[CH3:2].Br.